From a dataset of Forward reaction prediction with 1.9M reactions from USPTO patents (1976-2016). Predict the product of the given reaction. (1) Given the reactants [OH:1][C:2]1[CH:7]=[C:6]([CH3:8])[C:5]([CH:9]2[C:14](=[O:15])[CH2:13][CH2:12][CH2:11][C:10]2=[O:16])=[C:4]([CH3:17])[CH:3]=1.Cl[C:19]1[CH:28]=[CH:27][C:26]2[C:21](=[CH:22][CH:23]=[C:24]([Cl:29])[CH:25]=2)[N:20]=1.C(=O)([O-])[O-].[K+].[K+].CN(C)C=O, predict the reaction product. The product is: [Cl:29][C:24]1[CH:25]=[C:26]2[C:21](=[CH:22][CH:23]=1)[N:20]=[CH:19][C:28]([O:1][C:2]1[CH:3]=[C:4]([CH3:17])[C:5]([CH:9]3[C:14](=[O:15])[CH2:13][CH2:12][CH2:11][C:10]3=[O:16])=[C:6]([CH3:8])[CH:7]=1)=[CH:27]2. (2) The product is: [CH2:13]([N:2]1[CH:10]=[C:9]([C:7]([OH:11])([CH3:8])[CH3:6])[N:4]=[N:3]1)[CH2:14][CH2:15][CH2:16][CH2:17][CH2:18][CH2:19][CH3:20]. Given the reactants O.[N-:2]=[N+:3]=[N-:4].[Na+].[CH3:6][C:7]([OH:11])([C:9]#[CH:10])[CH3:8].Br[CH2:13][CH2:14][CH2:15][CH2:16][CH2:17][CH2:18][CH2:19][CH3:20], predict the reaction product.